Dataset: Full USPTO retrosynthesis dataset with 1.9M reactions from patents (1976-2016). Task: Predict the reactants needed to synthesize the given product. (1) The reactants are: [CH2:1]([O:3][C:4]1[CH:9]=[CH:8][C:7]([F:10])=[CH:6][C:5]=1[OH:11])[CH3:2].C1N2CN3CN(C2)CN1C3.FC(F)(F)[C:24](O)=[O:25]. Given the product [CH2:1]([O:3][C:4]1[C:5]([OH:11])=[CH:6][C:7]([F:10])=[C:8]([CH:9]=1)[CH:24]=[O:25])[CH3:2], predict the reactants needed to synthesize it. (2) Given the product [C:26]([NH:30][C:10]1[C:11]2[CH:12]=[CH:13][CH:14]=[C:5]([C:3]([O:2][CH3:1])=[O:4])[C:6]=2[CH:7]=[CH:8][N:9]=1)([CH3:29])([CH3:28])[CH3:27], predict the reactants needed to synthesize it. The reactants are: [CH3:1][O:2][C:3]([C:5]1[CH:14]=[CH:13][CH:12]=[C:11]2[C:6]=1[CH:7]=[CH:8][N+:9]([O-])=[CH:10]2)=[O:4].FC(F)(F)C1C=CC=CC=1.[C:26]([NH2:30])([CH3:29])([CH3:28])[CH3:27].C1(C)C=CC(S(OS(C2C=CC(C)=CC=2)(=O)=O)(=O)=O)=CC=1. (3) Given the product [F:36][C:37]1[C:45]([C:46]([F:47])([F:48])[F:49])=[CH:44][CH:43]=[CH:42][C:38]=1[C:39]([N:11]1[CH2:10][CH2:9][N:8]([C:1]([O:3][C:4]([CH3:7])([CH3:6])[CH3:5])=[O:2])[CH2:13][CH2:12]1)=[O:40], predict the reactants needed to synthesize it. The reactants are: [C:1]([N:8]1[CH2:13][CH2:12][NH:11][CH2:10][CH2:9]1)([O:3][C:4]([CH3:7])([CH3:6])[CH3:5])=[O:2].Cl.CN(C)CCCN=C=NCC.ON1C2C=CC=CC=2N=N1.[F:36][C:37]1[C:45]([C:46]([F:49])([F:48])[F:47])=[CH:44][CH:43]=[CH:42][C:38]=1[C:39](O)=[O:40].